This data is from Forward reaction prediction with 1.9M reactions from USPTO patents (1976-2016). The task is: Predict the product of the given reaction. (1) Given the reactants [F:1][C:2]1[CH:7]=[CH:6][CH:5]=[C:4]([NH2:8])[C:3]=1[NH2:9].[C:10](N1C=CN=C1)(N1C=CN=C1)=[O:11].N, predict the reaction product. The product is: [F:1][C:2]1[C:3]2[NH:9][C:10](=[O:11])[NH:8][C:4]=2[CH:5]=[CH:6][CH:7]=1. (2) The product is: [NH2:1][C:2]1[O:3][C:4]2[C:5](=[C:7]([C:19]#[N:20])[C:8]([CH3:18])=[C:9]([C:12]3[CH:17]=[CH:16][CH:15]=[CH:14][CH:13]=3)[C:10]=2[N:25]2[CH2:26][CH2:27][C@H:23]([N:22]([CH3:28])[CH3:21])[CH2:24]2)[N:6]=1. Given the reactants [NH2:1][C:2]1[O:3][C:4]2[C:5](=[C:7]([C:19]#[N:20])[C:8]([CH3:18])=[C:9]([C:12]3[CH:17]=[CH:16][CH:15]=[CH:14][CH:13]=3)[C:10]=2F)[N:6]=1.[CH3:21][N:22]([CH3:28])[C@H:23]1[CH2:27][CH2:26][NH:25][CH2:24]1.C(N(CC)CC)C.C(OCC)(=O)C, predict the reaction product.